This data is from Forward reaction prediction with 1.9M reactions from USPTO patents (1976-2016). The task is: Predict the product of the given reaction. (1) The product is: [F:1][C:2]1[CH:7]=[CH:6][C:5]([CH2:8][C:9]2[CH:18]=[C:17]3[C:12]([C:13]([OH:36])=[C:14]([C:31]([NH:42][CH:38]([CH3:37])[CH2:39][O:40][CH3:41])=[O:32])[C:15](=[O:30])[N:16]3[CH2:19][CH2:20][CH2:21][S:22]([N:25]3[CH2:29][CH2:28][CH2:27][CH2:26]3)(=[O:23])=[O:24])=[N:11][CH:10]=2)=[CH:4][CH:3]=1. Given the reactants [F:1][C:2]1[CH:7]=[CH:6][C:5]([CH2:8][C:9]2[CH:18]=[C:17]3[C:12]([C:13]([OH:36])=[C:14]([C:31](OCC)=[O:32])[C:15](=[O:30])[N:16]3[CH2:19][CH2:20][CH2:21][S:22]([N:25]3[CH2:29][CH2:28][CH2:27][CH2:26]3)(=[O:24])=[O:23])=[N:11][CH:10]=2)=[CH:4][CH:3]=1.[CH3:37][CH:38]([NH2:42])[CH2:39][O:40][CH3:41], predict the reaction product. (2) Given the reactants [N+:1]([C:4]1[CH:9]=[CH:8][CH:7]=[C:6]([C:10]2[CH:15]=[CH:14][N:13]=[CH:12][CH:11]=2)[C:5]=1[NH:16]C(=O)C)([O-:3])=[O:2].[OH-].[Na+], predict the reaction product. The product is: [N+:1]([C:4]1[CH:9]=[CH:8][CH:7]=[C:6]([C:10]2[CH:11]=[CH:12][N:13]=[CH:14][CH:15]=2)[C:5]=1[NH2:16])([O-:3])=[O:2]. (3) Given the reactants C(OC1C=CN([CH2:15][C:16]([C:18]2[CH:23]=[CH:22][C:21]([CH2:24][OH:25])=[CH:20][C:19]=2[CH3:26])=[O:17])C(=O)C=1)C1C=CC=CC=1.[CH3:28][O:29][C:30]1[CH:31]=[CH:32][C:33]([CH2:36][O:37][C:38]2[CH:43]=[N:42][NH:41][C:40](=[O:44])[CH:39]=2)=[N:34][CH:35]=1, predict the reaction product. The product is: [OH:25][CH2:24][C:21]1[CH:22]=[CH:23][C:18]([C:16](=[O:17])[CH2:15][N:41]2[C:40](=[O:44])[CH:39]=[C:38]([O:37][CH2:36][C:33]3[CH:32]=[CH:31][C:30]([O:29][CH3:28])=[CH:35][N:34]=3)[CH:43]=[N:42]2)=[C:19]([CH3:26])[CH:20]=1. (4) Given the reactants [CH3:1][C:2]1[O:3][C:4]([C:7]2[CH:12]=[CH:11][C:10]([S:13](Cl)(=[O:15])=[O:14])=[CH:9][CH:8]=2)=[CH:5][N:6]=1.[NH2:17][C:18]1[CH:23]=[CH:22][C:21]([Cl:24])=[CH:20][C:19]=1[C:25]([C:27]1[CH:28]=[N:29][C:30]([CH3:33])=[CH:31][CH:32]=1)=[O:26], predict the reaction product. The product is: [Cl:24][C:21]1[CH:22]=[CH:23][C:18]([NH:17][S:13]([C:10]2[CH:11]=[CH:12][C:7]([C:4]3[O:3][C:2]([CH3:1])=[N:6][CH:5]=3)=[CH:8][CH:9]=2)(=[O:15])=[O:14])=[C:19]([C:25]([C:27]2[CH:28]=[N:29][C:30]([CH3:33])=[CH:31][CH:32]=2)=[O:26])[CH:20]=1. (5) Given the reactants [C:1]1([C:7]2[CH:8]=[C:9]3[C:13](=[C:14]([C:16]([NH2:18])=[O:17])[CH:15]=2)[NH:12][CH:11]=[C:10]3[CH:19]2[CH2:24][CH2:23][NH:22][CH2:21][CH2:20]2)[CH:6]=[CH:5][CH:4]=[CH:3][CH:2]=1.[Cl:25][C:26]1[CH:31]=[CH:30][C:29]([S:32](Cl)(=[O:34])=[O:33])=[CH:28][CH:27]=1, predict the reaction product. The product is: [Cl:25][C:26]1[CH:31]=[CH:30][C:29]([S:32]([N:22]2[CH2:23][CH2:24][CH:19]([C:10]3[C:9]4[C:13](=[C:14]([C:16]([NH2:18])=[O:17])[CH:15]=[C:7]([C:1]5[CH:2]=[CH:3][CH:4]=[CH:5][CH:6]=5)[CH:8]=4)[NH:12][CH:11]=3)[CH2:20][CH2:21]2)(=[O:34])=[O:33])=[CH:28][CH:27]=1. (6) Given the reactants [C:1]([N:4]1[CH2:9][C:8](=[O:10])[NH:7][C:6](=[CH:11][C:12]2[CH:17]=[CH:16][CH:15]=[C:14]([N+:18]([O-])=O)[CH:13]=2)[C:5]1=[O:21])(=[O:3])[CH3:2].C(N(CC)CC)C.[C:29](O[C:29]([O:31][C:32]([CH3:35])([CH3:34])[CH3:33])=[O:30])([O:31][C:32]([CH3:35])([CH3:34])[CH3:33])=[O:30], predict the reaction product. The product is: [C:1]([N:4]1[CH2:9][C:8](=[O:10])[NH:7][CH:6]([CH2:11][C:12]2[CH:17]=[CH:16][CH:15]=[C:14]([NH:18][C:29]([O:31][C:32]([CH3:35])([CH3:34])[CH3:33])=[O:30])[CH:13]=2)[C:5]1=[O:21])(=[O:3])[CH3:2]. (7) Given the reactants [F:1][C:2]([F:29])([F:28])[C:3]1[CH:4]=[C:5]([CH:21]=[C:22]([C:24]([F:27])([F:26])[F:25])[CH:23]=1)[CH2:6][N:7]1[C:11](C2C=NC=CC=2)=[C:10]([C:18](O)=[O:19])[N:9]=[N:8]1.[C:30](Cl)(=O)[C:31](Cl)=O.[Cl:36][C:37]1[CH:46]=[CH:45][CH:44]=[CH:43][C:38]=1[C:39]([NH:41][CH3:42])=[O:40].[H-].[Na+], predict the reaction product. The product is: [F:27][C:24]([F:25])([F:26])[C:22]1[CH:21]=[C:5]([CH:4]=[C:3]([C:2]([F:28])([F:1])[F:29])[CH:23]=1)[CH2:6][N:7]1[C:11]([C:31]2[CH:30]=[CH:11][N:7]=[CH:6][CH:5]=2)=[C:10]([C:18]([N:41]([CH3:42])[C:39](=[O:40])[C:38]2[CH:43]=[CH:44][CH:45]=[CH:46][C:37]=2[Cl:36])=[O:19])[N:9]=[N:8]1. (8) Given the reactants [N:1]([CH2:4][C:5]1[N:6]=[C:7]2[CH:13]=[C:12]([C:14]3[C:22]4[C:17](=[CH:18][CH:19]=[C:20]([O:23][CH3:24])[CH:21]=4)[N:16]([CH3:25])[CH:15]=3)[N:11]([CH2:26][O:27][CH2:28][CH2:29][Si:30]([CH3:33])([CH3:32])[CH3:31])[C:8]2=[N:9][CH:10]=1)=[N+]=[N-].C1(P(C2C=CC=CC=2)C2C=CC=CC=2)C=CC=CC=1.O, predict the reaction product. The product is: [NH4+:1].[OH-:23].[CH3:24][O:23][C:20]1[CH:21]=[C:22]2[C:17](=[CH:18][CH:19]=1)[N:16]([CH3:25])[CH:15]=[C:14]2[C:12]1[N:11]([CH2:26][O:27][CH2:28][CH2:29][Si:30]([CH3:31])([CH3:33])[CH3:32])[C:8]2=[N:9][CH:10]=[C:5]([CH2:4][NH2:1])[N:6]=[C:7]2[CH:13]=1.